Task: Predict the reactants needed to synthesize the given product.. Dataset: Full USPTO retrosynthesis dataset with 1.9M reactions from patents (1976-2016) (1) Given the product [C:1]([O:5][C:6](=[O:20])[NH:7][C:8]1[CH:13]=[C:12]([Cl:14])[C:11]([C:15]([F:17])([F:18])[F:16])=[CH:10][C:9]=1[NH:19][C:26](=[O:25])[CH2:27][C:28](=[O:48])[C:29]1[CH:34]=[CH:33][CH:32]=[C:31]([N:35]2[C:39]([CH2:40][O:41][CH:42]3[CH2:47][CH2:46][CH2:45][CH2:44][O:43]3)=[CH:38][N:37]=[N:36]2)[CH:30]=1)([CH3:4])([CH3:2])[CH3:3], predict the reactants needed to synthesize it. The reactants are: [C:1]([O:5][C:6](=[O:20])[NH:7][C:8]1[CH:13]=[C:12]([Cl:14])[C:11]([C:15]([F:18])([F:17])[F:16])=[CH:10][C:9]=1[NH2:19])([CH3:4])([CH3:3])[CH3:2].C([O:25][C:26](=O)[CH2:27][C:28](=[O:48])[C:29]1[CH:34]=[CH:33][CH:32]=[C:31]([N:35]2[C:39]([CH2:40][O:41][CH:42]3[CH2:47][CH2:46][CH2:45][CH2:44][O:43]3)=[CH:38][N:37]=[N:36]2)[CH:30]=1)(C)(C)C. (2) Given the product [F:20][C:16]1[CH:15]=[C:14]([C:9]2[CH:8]=[C:7]([NH2:21])[C:6]3[C:11](=[CH:12][CH:13]=[C:4]([NH2:1])[CH:5]=3)[N:10]=2)[CH:19]=[CH:18][CH:17]=1, predict the reactants needed to synthesize it. The reactants are: [N+:1]([C:4]1[CH:5]=[C:6]2[C:11](=[CH:12][CH:13]=1)[N:10]=[C:9]([C:14]1[CH:19]=[CH:18][CH:17]=[C:16]([F:20])[CH:15]=1)[CH:8]=[C:7]2[N:21]=[N+]=[N-])([O-])=O.O. (3) Given the product [C:33]([C:32]1[CH:35]=[CH:36][C:29]([O:28][CH2:27][C@@H:25]([OH:24])[CH2:26][N:18]2[CH2:17][CH:16]3[O:22][CH:20]([CH2:21][N:14]([CH2:13][CH2:12][NH:11][C:10](=[O:23])[O:9][C:5]([CH3:8])([CH3:6])[CH3:7])[CH2:15]3)[CH2:19]2)=[CH:30][CH:31]=1)#[N:34], predict the reactants needed to synthesize it. The reactants are: C(O)(C)C.[C:5]([O:9][C:10](=[O:23])[NH:11][CH2:12][CH2:13][N:14]1[CH2:21][CH:20]2[O:22][CH:16]([CH2:17][NH:18][CH2:19]2)[CH2:15]1)([CH3:8])([CH3:7])[CH3:6].[O:24]1[CH2:26][C@H:25]1[CH2:27][O:28][C:29]1[CH:36]=[CH:35][C:32]([C:33]#[N:34])=[CH:31][CH:30]=1.